Dataset: Reaction yield outcomes from USPTO patents with 853,638 reactions. Task: Predict the reaction yield, written as a fraction of the theoretical maximum amount of product (1.0 means a 100% yield; for example, 0.34 means a 34% yield). (1) The reactants are [Si]([O:8][C@@H:9]([CH3:37])[C@H:10]([C:22]1[O:26][C:25]([C:27]2[CH:32]=[CH:31][C:30]([NH:33][C:34](=[O:36])[CH3:35])=[CH:29][CH:28]=2)=[N:24][N:23]=1)[NH:11][C:12]1[CH:17]=[CH:16][C:15]([C:18]#[N:19])=[C:14]([Cl:20])[C:13]=1[CH3:21])(C(C)(C)C)(C)C.CCCC[N+](CCCC)(CCCC)CCCC.[F-]. The catalyst is C1COCC1. The product is [Cl:20][C:14]1[C:13]([CH3:21])=[C:12]([NH:11][C@@H:10]([C:22]2[O:26][C:25]([C:27]3[CH:28]=[CH:29][C:30]([NH:33][C:34](=[O:36])[CH3:35])=[CH:31][CH:32]=3)=[N:24][N:23]=2)[C@@H:9]([OH:8])[CH3:37])[CH:17]=[CH:16][C:15]=1[C:18]#[N:19]. The yield is 0.880. (2) The reactants are [NH2:1][CH2:2][CH2:3][CH2:4][NH:5][CH2:6][CH2:7][CH2:8][CH2:9][NH:10][CH2:11][CH2:12][CH2:13][NH:14][CH:15]([CH2:22][CH2:23][CH2:24][CH2:25][CH2:26][CH2:27][CH2:28][CH2:29][CH2:30][CH2:31][CH3:32])[CH2:16][C:17](OCC)=[O:18].[O-]CC.[Sb+3].[O-]CC.[O-]CC. The catalyst is C1C=CC=CC=1. The product is [CH2:22]([CH:15]1[NH:14][CH2:13][CH2:12][CH2:11][NH:10][CH2:9][CH2:8][CH2:7][CH2:6][NH:5][CH2:4][CH2:3][CH2:2][NH:1][C:17](=[O:18])[CH2:16]1)[CH2:23][CH2:24][CH2:25][CH2:26][CH2:27][CH2:28][CH2:29][CH2:30][CH2:31][CH3:32]. The yield is 0.780. (3) The reactants are [CH2:1]1[O:11][C:4]2([CH2:9][CH2:8][C:7](=O)[CH2:6][CH2:5]2)[O:3][CH2:2]1.[F:12][C:13]1[CH:18]=[CH:17][C:16]([Mg]Br)=[CH:15][CH:14]=1. The catalyst is C1COCC1. The product is [F:12][C:13]1[CH:18]=[CH:17][C:16]([C:7]2[CH2:8][CH2:9][C:4]3([O:11][CH2:1][CH2:2][O:3]3)[CH2:5][CH:6]=2)=[CH:15][CH:14]=1. The yield is 0.750. (4) The reactants are [C:1]([OH:7])([C:3]([F:6])([F:5])[F:4])=[O:2].[Br:8][C:9]1[C:10]([NH:16][C:17](=[O:29])[C:18]([NH:21][C:22](=O)OC(C)(C)C)([CH3:20])[CH3:19])=[N:11][CH:12]=[C:13]([Br:15])[N:14]=1.S([O-])([O-])(=O)=O.[Na+].[Na+].[O:37]1[CH2:42][CH2:41][CH:40]([CH2:43]C=O)[CH2:39][CH2:38]1.C(O[BH-](OC(=O)C)OC(=O)C)(=O)C.[Na+]. The catalyst is ClCCl.CO.ClCCCl. The product is [F:4][C:3]([F:6])([F:5])[C:1]([OH:7])=[O:2].[Br:8][C:9]1[C:10]([NH:16][C:17](=[O:29])[C:18]([CH3:19])([NH:21][CH2:22][CH2:43][CH:40]2[CH2:41][CH2:42][O:37][CH2:38][CH2:39]2)[CH3:20])=[N:11][CH:12]=[C:13]([Br:15])[N:14]=1. The yield is 0.670. (5) The reactants are CCN(C(C)C)C(C)C.FC(F)(F)S(O[C:16]1[CH:17]=[CH:18][C:19]2[O:23][C:22]([C:24]3[CH:29]=[CH:28][C:27]([F:30])=[CH:26][CH:25]=3)=[C:21]([C:31](=[O:34])[NH:32][CH3:33])[C:20]=2[CH:35]=1)(=O)=O.[CH3:38][C:39]1[O:43][C:42]([C:44]2[CH:45]=[C:46](B(O)O)[CH:47]=[CH:48][CH:49]=2)=[N:41][N:40]=1.O1CCOCC1. The catalyst is C1C=CC([P]([Pd]([P](C2C=CC=CC=2)(C2C=CC=CC=2)C2C=CC=CC=2)([P](C2C=CC=CC=2)(C2C=CC=CC=2)C2C=CC=CC=2)[P](C2C=CC=CC=2)(C2C=CC=CC=2)C2C=CC=CC=2)(C2C=CC=CC=2)C2C=CC=CC=2)=CC=1.O. The product is [F:30][C:27]1[CH:26]=[CH:25][C:24]([C:22]2[O:23][C:19]3[CH:18]=[CH:17][C:16]([C:46]4[CH:47]=[CH:48][CH:49]=[C:44]([C:42]5[O:43][C:39]([CH3:38])=[N:40][N:41]=5)[CH:45]=4)=[CH:35][C:20]=3[C:21]=2[C:31]([NH:32][CH3:33])=[O:34])=[CH:29][CH:28]=1. The yield is 0.370. (6) The catalyst is C(O)C. The yield is 0.740. The reactants are [C:1]([C:3]1[CH:8]=[CH:7][N:6]=[C:5]([NH:9][NH:10]/[CH:11]=[C:12](\[CH3:18])/[C:13](OCC)=[O:14])[CH:4]=1)#[N:2].CC([O-])(C)C.[K+]. The product is [OH:14][C:13]1[N:9]([C:5]2[CH:4]=[C:3]([C:1]#[N:2])[CH:8]=[CH:7][N:6]=2)[N:10]=[CH:11][C:12]=1[CH3:18].